Regression. Given a peptide amino acid sequence and an MHC pseudo amino acid sequence, predict their binding affinity value. This is MHC class I binding data. From a dataset of Peptide-MHC class I binding affinity with 185,985 pairs from IEDB/IMGT. (1) The peptide sequence is LSIFFYSSF. The MHC is HLA-B15:03 with pseudo-sequence HLA-B15:03. The binding affinity (normalized) is 1.00. (2) The peptide sequence is RLFFKCIYR. The MHC is HLA-B08:02 with pseudo-sequence HLA-B08:02. The binding affinity (normalized) is 0.0847. (3) The peptide sequence is YTITSLFSL. The MHC is HLA-C04:01 with pseudo-sequence HLA-C04:01. The binding affinity (normalized) is 0.213. (4) The peptide sequence is AVLQSGFRK. The MHC is HLA-A02:02 with pseudo-sequence HLA-A02:02. The binding affinity (normalized) is 0.164.